Dataset: Catalyst prediction with 721,799 reactions and 888 catalyst types from USPTO. Task: Predict which catalyst facilitates the given reaction. (1) Reactant: C([O:3][C:4](=[O:11])[C:5]([CH3:10])=[CH:6][CH:7]([CH3:9])[CH3:8])C.[OH-].[K+]. Product: [CH3:10][C:5](=[CH:6][CH:7]([CH3:9])[CH3:8])[C:4]([OH:11])=[O:3]. The catalyst class is: 315. (2) Reactant: Br[C:2]1[CH:24]=[N:23][C:5]2[N:6]([CH3:22])[C:7](=[O:21])[N:8]([CH2:11][CH2:12][CH2:13][O:14][CH:15]3[CH2:20][CH2:19][CH2:18][CH2:17][O:16]3)[C:9](=[O:10])[C:4]=2[C:3]=1[CH:25]([C:27]1[CH:32]=[CH:31][C:30]([Cl:33])=[CH:29][CH:28]=1)[OH:26].[O-]P([O-])([O-])=O.[K+].[K+].[K+].[CH:42]([C:45]1[CH:50]=[CH:49][CH:48]=[CH:47][C:46]=1B(O)O)([CH3:44])[CH3:43]. Product: [Cl:33][C:30]1[CH:31]=[CH:32][C:27]([CH:25]([OH:26])[C:3]2[C:4]3[C:9](=[O:10])[N:8]([CH2:11][CH2:12][CH2:13][O:14][CH:15]4[CH2:20][CH2:19][CH2:18][CH2:17][O:16]4)[C:7](=[O:21])[N:6]([CH3:22])[C:5]=3[N:23]=[CH:24][C:2]=2[C:46]2[CH:47]=[CH:48][CH:49]=[CH:50][C:45]=2[CH:42]([CH3:44])[CH3:43])=[CH:28][CH:29]=1. The catalyst class is: 75. (3) Reactant: [CH3:1][O:2][C:3]1[CH:8]=[CH:7][C:6]([C:9]2[CH:14]=[C:13]([CH2:15][CH:16]3[CH2:21][CH2:20][O:19][CH2:18][CH2:17]3)[N:12]=[C:11]([N:22]3[CH2:27][CH2:26][N:25]([CH3:28])[CH2:24][CH2:23]3)[CH:10]=2)=[CH:5][CH:4]=1.[C:29]([OH:36])(=[O:35])/[CH:30]=[CH:31]\[C:32]([OH:34])=[O:33]. Product: [C:29]([OH:36])(=[O:35])/[CH:30]=[CH:31]\[C:32]([OH:34])=[O:33].[CH3:1][O:2][C:3]1[CH:8]=[CH:7][C:6]([C:9]2[CH:14]=[C:13]([CH2:15][CH:16]3[CH2:17][CH2:18][O:19][CH2:20][CH2:21]3)[N:12]=[C:11]([N:22]3[CH2:27][CH2:26][N:25]([CH3:28])[CH2:24][CH2:23]3)[CH:10]=2)=[CH:5][CH:4]=1. The catalyst class is: 32. (4) Reactant: [CH2:1]([O:3][C:4]1[CH:5]=[C:6]2[C:11](=[CH:12][CH:13]=1)[NH:10][C:9](=[O:14])[CH2:8][CH2:7]2)[CH3:2].[N:15]([O-:17])=[O:16].[Na+]. Product: [CH2:1]([O:3][C:4]1[CH:5]=[C:6]2[C:11](=[CH:12][C:13]=1[N+:15]([O-:17])=[O:16])[NH:10][C:9](=[O:14])[CH2:8][CH2:7]2)[CH3:2]. The catalyst class is: 67. (5) Reactant: [F:1][C:2]([F:20])([F:19])[C:3]([NH:5][CH2:6][C:7]1([N:13]2[CH2:18][CH2:17][NH:16][CH2:15][CH2:14]2)[CH2:12][CH2:11][CH2:10][CH2:9][CH2:8]1)=[O:4].CCN(CC)CC.[CH:28]1([CH2:31][S:32](Cl)(=[O:34])=[O:33])[CH2:30][CH2:29]1. Product: [CH:28]1([CH2:31][S:32]([N:16]2[CH2:17][CH2:18][N:13]([C:7]3([CH2:6][NH:5][C:3](=[O:4])[C:2]([F:19])([F:1])[F:20])[CH2:12][CH2:11][CH2:10][CH2:9][CH2:8]3)[CH2:14][CH2:15]2)(=[O:34])=[O:33])[CH2:30][CH2:29]1. The catalyst class is: 2.